From a dataset of Catalyst prediction with 721,799 reactions and 888 catalyst types from USPTO. Predict which catalyst facilitates the given reaction. (1) Reactant: [Si:1]([O:18][C:19]1[CH:27]=[C:26]2[C:22]([C:23]([CH:28]3[CH2:30][CH2:29]3)=[N:24][NH:25]2)=[CH:21][CH:20]=1)([C:14]([CH3:17])([CH3:16])[CH3:15])([C:8]1[CH:13]=[CH:12][CH:11]=[CH:10][CH:9]=1)[C:2]1[CH:7]=[CH:6][CH:5]=[CH:4][CH:3]=1.C(N(CC)CC)C.[CH3:38][C:39]([O:42][C:43](O[C:43]([O:42][C:39]([CH3:41])([CH3:40])[CH3:38])=[O:44])=[O:44])([CH3:41])[CH3:40]. The catalyst class is: 230. Product: [Si:1]([O:18][C:19]1[CH:27]=[C:26]2[C:22]([C:23]([CH:28]3[CH2:30][CH2:29]3)=[N:24][N:25]2[C:43]([O:42][C:39]([CH3:41])([CH3:40])[CH3:38])=[O:44])=[CH:21][CH:20]=1)([C:14]([CH3:17])([CH3:15])[CH3:16])([C:2]1[CH:3]=[CH:4][CH:5]=[CH:6][CH:7]=1)[C:8]1[CH:9]=[CH:10][CH:11]=[CH:12][CH:13]=1. (2) Reactant: [CH:1]([C:4]1[NH:8][N:7]=[C:6]([NH:9][C:10]2[C:11]3[CH2:26][CH2:25][CH2:24][C:12]=3[N:13]=[C:14]([N:16]3[CH2:20][CH2:19][CH2:18][C@H:17]3[C:21](O)=[O:22])[N:15]=2)[CH:5]=1)([CH3:3])[CH3:2].Cl.[CH3:28][N:29]1[CH2:33][CH2:32][C@H:31]([NH2:34])[CH2:30]1.CCN=C=NCCCN(C)C.Cl.C1C=CC2N(O)N=NC=2C=1.CCN(C(C)C)C(C)C. Product: [CH:1]([C:4]1[NH:8][N:7]=[C:6]([NH:9][C:10]2[C:11]3[CH2:26][CH2:25][CH2:24][C:12]=3[N:13]=[C:14]([N:16]3[CH2:20][CH2:19][CH2:18][C@H:17]3[C:21]([NH:34][C@H:31]3[CH2:32][CH2:33][N:29]([CH3:28])[CH2:30]3)=[O:22])[N:15]=2)[CH:5]=1)([CH3:3])[CH3:2]. The catalyst class is: 6. (3) Reactant: Br[C:2]1[CH:7]=[CH:6][C:5]([C:8]2[C:14]3[CH:15]=[C:16]([O:21][CH3:22])[C:17]([O:19][CH3:20])=[CH:18][C:13]=3[CH2:12][CH:11]([CH3:23])[N:10]([C:24]([NH:26][CH3:27])=[O:25])[N:9]=2)=[CH:4][CH:3]=1.[CH3:28][N:29]1[CH2:32][C:31]2([CH2:35][NH:34][CH2:33]2)[CH2:30]1.CC(C)([O-])C.[Na+].O=O. Product: [CH3:20][O:19][C:17]1[C:16]([O:21][CH3:22])=[CH:15][C:14]2[C:8]([C:5]3[CH:6]=[CH:7][C:2]([N:34]4[CH2:35][C:31]5([CH2:32][N:29]([CH3:28])[CH2:30]5)[CH2:33]4)=[CH:3][CH:4]=3)=[N:9][N:10]([C:24]([NH:26][CH3:27])=[O:25])[CH:11]([CH3:23])[CH2:12][C:13]=2[CH:18]=1. The catalyst class is: 11. (4) Reactant: [N:1]1[CH:6]=[CH:5][C:4]([CH2:7][C:8]([OH:10])=O)=[N:3][CH:2]=1.Cl.[NH:12]1[C:20]2[C:15](=[CH:16][C:17]([NH:21][C:22]([C:24]3[C:25]([C:30]4[CH:35]=[CH:34][C:33]([CH3:36])=[CH:32][CH:31]=4)=[CH:26][CH:27]=[CH:28][CH:29]=3)=[O:23])=[CH:18][CH:19]=2)[CH2:14][CH2:13]1.F[P-](F)(F)(F)(F)F.N1(O[P+](N2CCCC2)(N2CCCC2)N2CCCC2)C2C=CC=CC=2N=N1.C(N(C(C)C)CC)(C)C. Product: [CH3:36][C:33]1[CH:32]=[CH:31][C:30]([C:25]2[C:24]([C:22]([NH:21][C:17]3[CH:16]=[C:15]4[C:20](=[CH:19][CH:18]=3)[N:12]([C:8](=[O:10])[CH2:7][C:4]3[CH:5]=[CH:6][N:1]=[CH:2][N:3]=3)[CH2:13][CH2:14]4)=[O:23])=[CH:29][CH:28]=[CH:27][CH:26]=2)=[CH:35][CH:34]=1. The catalyst class is: 9. (5) Product: [CH3:1][O:2][C:3]([C:5]1[CH:15]=[C:14]([O:16][C:20]2[CH:19]=[C:18]([F:17])[CH:23]=[C:22]([F:24])[CH:21]=2)[C:8]2[CH2:9][C:10]([CH3:13])([CH3:12])[O:11][C:7]=2[CH:6]=1)=[O:4]. The catalyst class is: 749. Reactant: [CH3:1][O:2][C:3]([C:5]1[CH:15]=[C:14]([OH:16])[C:8]2[CH2:9][C:10]([CH3:13])([CH3:12])[O:11][C:7]=2[CH:6]=1)=[O:4].[F:17][C:18]1[CH:19]=[C:20](B(O)O)[CH:21]=[C:22]([F:24])[CH:23]=1.CCN(CC)CC. (6) Reactant: [OH:1][C@@H:2]([C@@H:5]1[C@H:9]2[O:10]C(C)(C)[O:12][C@H:8]2[C@H:7]([N:15]2[C:19]3[N:20]=[C:21]([N:25](C(OC(C)(C)C)=O)C(OC(C)(C)C)=O)[N:22]=[C:23]([CH3:24])[C:18]=3[CH:17]=[CH:16]2)[O:6]1)[CH2:3][CH3:4].FC(F)(F)C(O)=O. Product: [NH2:25][C:21]1[N:22]=[C:23]([CH3:24])[C:18]2[CH:17]=[CH:16][N:15]([C@H:7]3[C@H:8]([OH:12])[C@H:9]([OH:10])[C@@H:5]([C@H:2]([OH:1])[CH2:3][CH3:4])[O:6]3)[C:19]=2[N:20]=1. The catalyst class is: 4.